Dataset: CYP1A2 inhibition data for predicting drug metabolism from PubChem BioAssay. Task: Regression/Classification. Given a drug SMILES string, predict its absorption, distribution, metabolism, or excretion properties. Task type varies by dataset: regression for continuous measurements (e.g., permeability, clearance, half-life) or binary classification for categorical outcomes (e.g., BBB penetration, CYP inhibition). Dataset: cyp1a2_veith. (1) The compound is CN(Cc1ccco1)c1cc(-c2ccccc2C(F)(F)F)ncn1. The result is 1 (inhibitor). (2) The drug is COc1cccc(-c2cc(NCc3cnc(C)cn3)ncn2)c1. The result is 1 (inhibitor).